Dataset: Forward reaction prediction with 1.9M reactions from USPTO patents (1976-2016). Task: Predict the product of the given reaction. (1) Given the reactants [Cl:1][C:2]1[CH:7]=[CH:6][C:5]([C:8](=O)[CH2:9][C:10](=O)[C:11]([F:14])([F:13])[F:12])=[CH:4][CH:3]=1.[NH2:17][C:18]([CH:24]([CH3:26])[CH3:25])=[CH:19][C:20]([O:22][CH3:23])=[O:21], predict the reaction product. The product is: [Cl:1][C:2]1[CH:7]=[CH:6][C:5]([C:8]2[CH:9]=[C:10]([C:11]([F:14])([F:13])[F:12])[C:19]([C:20]([O:22][CH3:23])=[O:21])=[C:18]([CH:24]([CH3:26])[CH3:25])[N:17]=2)=[CH:4][CH:3]=1. (2) Given the reactants O[C@H:2]1[C:6]2[N:7]=[CH:8][N:9]=[C:10]([N:11]3[CH2:16][CH2:15][N:14]([C:17]([O:19][C:20]([CH3:23])([CH3:22])[CH3:21])=[O:18])[CH2:13][CH2:12]3)[C:5]=2[C@H:4]([CH3:24])[CH2:3]1.CCN(S(F)(F)[F:31])CC, predict the reaction product. The product is: [F:31][C@@H:2]1[C:6]2[N:7]=[CH:8][N:9]=[C:10]([N:11]3[CH2:16][CH2:15][N:14]([C:17]([O:19][C:20]([CH3:23])([CH3:22])[CH3:21])=[O:18])[CH2:13][CH2:12]3)[C:5]=2[C@H:4]([CH3:24])[CH2:3]1.